This data is from Reaction yield outcomes from USPTO patents with 853,638 reactions. The task is: Predict the reaction yield, written as a fraction of the theoretical maximum amount of product (1.0 means a 100% yield; for example, 0.34 means a 34% yield). (1) The reactants are Cl[C:2]1[CH:7]=[C:6]([NH:8][C:9]2[CH:18]=[CH:17][CH:16]=[CH:15][C:10]=2[C:11]([NH:13][CH3:14])=[O:12])[C:5]([Cl:19])=[CH:4][N:3]=1.[CH3:20][N:21]1[C:25]([CH3:26])=[C:24]([NH2:27])[CH:23]=[N:22]1.C1C=CC(P(C2C(C3C(P(C4C=CC=CC=4)C4C=CC=CC=4)=CC=C4C=3C=CC=C4)=C3C(C=CC=C3)=CC=2)C2C=CC=CC=2)=CC=1.C(=O)([O-])[O-].[Cs+].[Cs+]. The catalyst is O1CCOCC1.C([O-])(=O)C.[Pd+2].C([O-])(=O)C. The product is [Cl:19][C:5]1[C:6]([NH:8][C:9]2[CH:18]=[CH:17][CH:16]=[CH:15][C:10]=2[C:11]([NH:13][CH3:14])=[O:12])=[CH:7][C:2]([NH:27][C:24]2[CH:23]=[N:22][N:21]([CH3:20])[C:25]=2[CH3:26])=[N:3][CH:4]=1. The yield is 0.114. (2) The reactants are [NH2:1][C:2]1[CH:12]=[CH:11][C:5]([C:6]([O:8][CH2:9][CH3:10])=[O:7])=[CH:4][C:3]=1I.[CH3:14][C:15]([Si:18]([CH3:30])([CH3:29])[O:19][CH2:20][CH2:21][CH2:22][C:23]#[C:24][Si:25]([CH3:28])([CH3:27])[CH3:26])([CH3:17])[CH3:16].C(=O)([O-])[O-].[Na+].[Na+]. The catalyst is [Cl-].C([N+](CCCC)(CCCC)CCCC)CCC.CN(C=O)C.C([O-])(=O)C.[Pd+2].C([O-])(=O)C.C1(P(C2C=CC=CC=2)C2C=CC=CC=2)C=CC=CC=1. The product is [CH3:17][C:15]([Si:18]([CH3:29])([CH3:30])[O:19][CH2:20][CH2:21][CH2:22][C:23]1[C:3]2[C:2](=[CH:12][CH:11]=[C:5]([C:6]([O:8][CH2:9][CH3:10])=[O:7])[CH:4]=2)[NH:1][C:24]=1[Si:25]([CH3:26])([CH3:27])[CH3:28])([CH3:14])[CH3:16]. The yield is 0.650. (3) The reactants are [F:1][C:2]1[CH:3]=[C:4]([C:10]2[C:15]([C:16]3[CH:21]=[CH:20][C:19]([O:22][CH3:23])=[CH:18][CH:17]=3)=[N:14][NH:13][C:12](=[O:24])[CH:11]=2)[CH:5]=[CH:6][C:7]=1[O:8][CH3:9].[CH2:25](I)[CH:26]([CH3:28])[CH3:27]. No catalyst specified. The product is [F:1][C:2]1[CH:3]=[C:4]([C:10]2[C:15]([C:16]3[CH:17]=[CH:18][C:19]([O:22][CH3:23])=[CH:20][CH:21]=3)=[N:14][N:13]([CH2:25][CH:26]([CH3:28])[CH3:27])[C:12](=[O:24])[CH:11]=2)[CH:5]=[CH:6][C:7]=1[O:8][CH3:9]. The yield is 0.751. (4) The reactants are Cl[C:2]1[CH:7]=[C:6]([N:8]2[CH2:13][CH2:12][O:11][CH2:10][CH2:9]2)[N:5]2[N:14]=[C:15]([C:17]3[CH:21]=[C:20]([CH3:22])[O:19][N:18]=3)[CH:16]=[C:4]2[N:3]=1.O.[NH2:24][NH2:25]. The catalyst is O1CCOCC1. The product is [CH3:22][C:20]1[O:19][N:18]=[C:17]([C:15]2[CH:16]=[C:4]3[N:3]=[C:2]([NH:24][NH2:25])[CH:7]=[C:6]([N:8]4[CH2:13][CH2:12][O:11][CH2:10][CH2:9]4)[N:5]3[N:14]=2)[CH:21]=1. The yield is 0.260. (5) The product is [CH3:19][C:14]1([CH3:20])[C:15]([CH3:18])([CH3:17])[O:16][B:12]([C:2]2[CH:3]=[C:4]3[NH:10][C:9](=[O:11])[NH:8][C:5]3=[N:6][CH:7]=2)[O:13]1. The reactants are Br[C:2]1[CH:3]=[C:4]2[NH:10][C:9](=[O:11])[NH:8][C:5]2=[N:6][CH:7]=1.[B:12]1([B:12]2[O:16][C:15]([CH3:18])([CH3:17])[C:14]([CH3:20])([CH3:19])[O:13]2)[O:16][C:15]([CH3:18])([CH3:17])[C:14]([CH3:20])([CH3:19])[O:13]1.C([O-])(=O)C.[K+]. The catalyst is O1CCOCC1. The yield is 0.490. (6) The reactants are [F:1][C:2]([F:29])([F:28])[C:3]1[CH:4]=[C:5]([C:13]([CH3:27])([CH3:26])[C:14]([N:16]([C:18]2[CH:19]=[N:20][C:21]([Cl:25])=[CH:22][C:23]=2I)[CH3:17])=[O:15])[CH:6]=[C:7]([C:9]([F:12])([F:11])[F:10])[CH:8]=1.B(O)(O)[C:31]1[C:36]([CH:37]=[O:38])=[CH:35][CH:34]=[CH:33][CH:32]=1.C(=O)([O-])[O-].[Na+].[Na+]. The catalyst is O1CCOCC1.C1C=CC([P]([Pd]([P](C2C=CC=CC=2)(C2C=CC=CC=2)C2C=CC=CC=2)([P](C2C=CC=CC=2)(C2C=CC=CC=2)C2C=CC=CC=2)[P](C2C=CC=CC=2)(C2C=CC=CC=2)C2C=CC=CC=2)(C2C=CC=CC=2)C2C=CC=CC=2)=CC=1. The product is [F:1][C:2]([F:29])([F:28])[C:3]1[CH:4]=[C:5]([C:13]([CH3:27])([CH3:26])[C:14]([N:16]([C:18]2[CH:19]=[N:20][C:21]([Cl:25])=[CH:22][C:23]=2[C:35]2[CH:34]=[CH:33][CH:32]=[CH:31][C:36]=2[CH:37]=[O:38])[CH3:17])=[O:15])[CH:6]=[C:7]([C:9]([F:12])([F:11])[F:10])[CH:8]=1. The yield is 0.550. (7) The reactants are [CH3:1][O:2][C:3](=[O:7])[CH2:4][C:5]#[N:6].[C:8](OCC)(OCC)([O:10][CH2:11][CH3:12])[CH3:9]. The catalyst is C(OC(=O)C)(=O)C. The product is [CH3:1][O:2][C:3](=[O:7])[C:4]([C:5]#[N:6])=[C:8]([O:10][CH2:11][CH3:12])[CH3:9]. The yield is 0.270. (8) The catalyst is C1(C)C=CC=CC=1.C1C=CC(/C=C/C(/C=C/C2C=CC=CC=2)=O)=CC=1.C1C=CC(/C=C/C(/C=C/C2C=CC=CC=2)=O)=CC=1.C1C=CC(/C=C/C(/C=C/C2C=CC=CC=2)=O)=CC=1.[Pd].[Pd]. The yield is 0.290. The reactants are Cl[C:2]1[N:7]=[C:6]([C:8]([NH:10][C:11]2[C:12]([CH3:22])=[C:13]([CH:18]=[CH:19][C:20]=2[CH3:21])[C:14]([O:16][CH3:17])=[O:15])=[O:9])[C:5]([CH3:23])=[CH:4][CH:3]=1.C([Si](C)(C)[O:29][CH:30]1[CH2:35][CH2:34][NH:33][CH2:32][CH2:31]1)(C)(C)C.C([O-])([O-])=O.[Cs+].[Cs+].C1C=CC(P(C2C(C3C(P(C4C=CC=CC=4)C4C=CC=CC=4)=CC=C4C=3C=CC=C4)=C3C(C=CC=C3)=CC=2)C2C=CC=CC=2)=CC=1. The product is [OH:29][CH:30]1[CH2:35][CH2:34][N:33]([C:2]2[N:7]=[C:6]([C:8]([NH:10][C:11]3[C:12]([CH3:22])=[C:13]([CH:18]=[CH:19][C:20]=3[CH3:21])[C:14]([O:16][CH3:17])=[O:15])=[O:9])[C:5]([CH3:23])=[CH:4][CH:3]=2)[CH2:32][CH2:31]1. (9) The reactants are [H-].[Al+3].[Li+].[H-].[H-].[H-].[OH:7][C@H:8]1[CH2:13][CH2:12][C@H:11]([NH:14][C:15](=O)OC(C)(C)C)[CH2:10][CH2:9]1.O.[OH-].[Na+]. The catalyst is O1CCCC1.C(Cl)(Cl)Cl. The product is [CH3:15][NH:14][C@H:11]1[CH2:12][CH2:13][C@H:8]([OH:7])[CH2:9][CH2:10]1. The yield is 0.890. (10) The reactants are [CH:1]1([CH:4]([O:10][C:11]2[C:20]3[C:15](=[CH:16][CH:17]=[CH:18][CH:19]=3)[CH:14]=[CH:13][CH:12]=2)[C:5]([O:7]CC)=[O:6])[CH2:3][CH2:2]1.[OH-].[Na+]. The catalyst is C1COCC1.O. The product is [CH:1]1([CH:4]([O:10][C:11]2[C:20]3[C:15](=[CH:16][CH:17]=[CH:18][CH:19]=3)[CH:14]=[CH:13][CH:12]=2)[C:5]([OH:7])=[O:6])[CH2:3][CH2:2]1. The yield is 0.610.